From a dataset of Full USPTO retrosynthesis dataset with 1.9M reactions from patents (1976-2016). Predict the reactants needed to synthesize the given product. (1) Given the product [C:23]([O:22][C:20]([N:17]1[CH2:18][CH2:19][N:14]([C:11]2[N:10]=[CH:9][C:8]([O:7][CH2:6][C:5]3[CH:27]=[CH:28][C:2]([C:44]([OH:39])=[O:45])=[C:3]([CH3:29])[CH:4]=3)=[CH:13][N:12]=2)[CH2:15][CH2:16]1)=[O:21])([CH3:26])([CH3:25])[CH3:24], predict the reactants needed to synthesize it. The reactants are: I[C:2]1[CH:28]=[CH:27][C:5]([CH2:6][O:7][C:8]2[CH:9]=[N:10][C:11]([N:14]3[CH2:19][CH2:18][N:17]([C:20]([O:22][C:23]([CH3:26])([CH3:25])[CH3:24])=[O:21])[CH2:16][CH2:15]3)=[N:12][CH:13]=2)=[CH:4][C:3]=1[CH3:29].C(N(C(C)C)C(C)C)C.[O:39]1[CH2:44]COCC1.[OH2:45]. (2) Given the product [NH2:7][C:6]1[N:22]([C:17]2[CH:18]=[C:19]([CH3:21])[CH:20]=[C:15]([CH3:14])[CH:16]=2)[N:23]=[CH:8][C:5]=1[C:4]([O:3][CH2:1][CH3:2])=[O:12], predict the reactants needed to synthesize it. The reactants are: [CH2:1]([O:3][C:4](=[O:12])[C:5](=[CH:8]OCC)[C:6]#[N:7])[CH3:2].Cl.[CH3:14][C:15]1[CH:16]=[C:17]([NH:22][NH2:23])[CH:18]=[C:19]([CH3:21])[CH:20]=1.C([O-])(=O)C.[Na+]. (3) Given the product [CH3:39][C:13]1[CH:14]=[CH:15][CH:16]=[C:17]2[C:12]=1[C:11]([C:26]1[CH:25]=[C:24]([Cl:23])[CH:29]=[CH:28][N:27]=1)=[N:10][N:9]2[CH2:8][C:7]1[C:19]([F:21])=[CH:20][C:4]([O:3][CH2:1][CH3:2])=[CH:5][C:6]=1[F:22], predict the reactants needed to synthesize it. The reactants are: [CH2:1]([O:3][C:4]1[CH:20]=[C:19]([F:21])[C:7]([CH2:8][N:9]2[C:17]3[C:12](=[CH:13][CH:14]=[CH:15][CH:16]=3)[C:11](I)=[N:10]2)=[C:6]([F:22])[CH:5]=1)[CH3:2].[Cl:23][C:24]1[CH:29]=[CH:28][N:27]=[C:26](B2OC(C)(C)C(C)(C)O2)[CH:25]=1.[C:39](=O)([O-])[O-].[K+].[K+]. (4) Given the product [Cl:6][C:7]1[CH:12]=[CH:11][C:10]([S:13]([N:16]([CH2:26][C:27]2[CH:28]=[CH:29][C:30]([C:31]([NH:33][CH2:34][C:35](=[O:37])[CH3:36])=[O:32])=[CH:38][CH:39]=2)[C@H:17]([C:20]2[CH:25]=[CH:24][CH:23]=[CH:22][CH:21]=2)[CH2:18][CH3:19])(=[O:15])=[O:14])=[CH:9][CH:8]=1, predict the reactants needed to synthesize it. The reactants are: S(=O)(=O)(O)O.[Cl:6][C:7]1[CH:12]=[CH:11][C:10]([S:13]([N:16]([CH2:26][C:27]2[CH:39]=[CH:38][C:30]([C:31]([NH:33][CH2:34][C@H:35]([OH:37])[CH3:36])=[O:32])=[CH:29][CH:28]=2)[C@H:17]([C:20]2[CH:25]=[CH:24][CH:23]=[CH:22][CH:21]=2)[CH2:18][CH3:19])(=[O:15])=[O:14])=[CH:9][CH:8]=1. (5) Given the product [Cl:1][C:2]1[N:7]=[C:6]([NH:8][CH:9]2[CH2:10][C:11]3([CH2:12][N:13]([C:15](=[O:17])[CH:24]=[CH2:26])[CH2:14]3)[CH2:22]2)[C:5]([F:23])=[CH:4][N:3]=1, predict the reactants needed to synthesize it. The reactants are: [Cl:1][C:2]1[N:7]=[C:6]([NH:8][CH:9]2[CH2:22][C:11]3([CH2:14][N:13]([C:15]([O:17]C(C)(C)C)=O)[CH2:12]3)[CH2:10]2)[C:5]([F:23])=[CH:4][N:3]=1.[C:24](O)([C:26](F)(F)F)=O.C(Cl)(=O)C=C.O. (6) The reactants are: C([NH:5][S:6]([C:9]1[CH:14]=[CH:13][CH:12]=[CH:11][C:10]=1[C:15]1[CH:35]=[CH:34][C:18]2[NH:19][C:20]([CH2:22][O:23][C:24]3[CH:29]=[CH:28][C:27]([C:30]([F:33])([F:32])[F:31])=[CH:26][CH:25]=3)=[N:21][C:17]=2[CH:16]=1)(=[O:8])=[O:7])(C)(C)C. Given the product [F:33][C:30]([F:31])([F:32])[C:27]1[CH:28]=[CH:29][C:24]([O:23][CH2:22][C:20]2[NH:19][C:18]3[CH:34]=[CH:35][C:15]([C:10]4[CH:11]=[CH:12][CH:13]=[CH:14][C:9]=4[S:6]([NH2:5])(=[O:8])=[O:7])=[CH:16][C:17]=3[N:21]=2)=[CH:25][CH:26]=1, predict the reactants needed to synthesize it.